Dataset: Forward reaction prediction with 1.9M reactions from USPTO patents (1976-2016). Task: Predict the product of the given reaction. (1) Given the reactants [CH2:1]([C:3]1[CH:8]=[CH:7][C:6]([CH:9]2[CH2:14][N:13]([C:15]([N:17]3[CH2:22][CH2:21][O:20][CH2:19][CH2:18]3)=[O:16])[CH2:12][CH:11]([C:23](O)=[O:24])[CH2:10]2)=[CH:5][CH:4]=1)[CH3:2].O[NH:27][C:28]([C:30]1[CH:38]=[CH:37][C:33]2[O:34][CH2:35][O:36][C:32]=2[CH:31]=1)=[NH:29], predict the reaction product. The product is: [O:34]1[C:33]2[CH:37]=[CH:38][C:30]([C:28]3[N:27]=[C:23]([CH:11]4[CH2:10][CH:9]([C:6]5[CH:7]=[CH:8][C:3]([CH2:1][CH3:2])=[CH:4][CH:5]=5)[CH2:14][N:13]([C:15]([N:17]5[CH2:18][CH2:19][O:20][CH2:21][CH2:22]5)=[O:16])[CH2:12]4)[O:24][N:29]=3)=[CH:31][C:32]=2[O:36][CH2:35]1. (2) Given the reactants [CH3:1][O:2][C:3](=[O:33])[C@@H:4]([NH:25]C(OC(C)(C)C)=O)[CH2:5][C:6]1[CH:11]=[CH:10][C:9]([NH:12][C:13]2[C:22]([C:23]#[N:24])=[CH:21][C:20]3[C:15](=[CH:16][CH:17]=[N:18][CH:19]=3)[N:14]=2)=[CH:8][CH:7]=1.[ClH:34], predict the reaction product. The product is: [ClH:34].[CH3:1][O:2][C:3](=[O:33])[C@@H:4]([NH2:25])[CH2:5][C:6]1[CH:7]=[CH:8][C:9]([NH:12][C:13]2[C:22]([C:23]#[N:24])=[CH:21][C:20]3[C:15](=[CH:16][CH:17]=[N:18][CH:19]=3)[N:14]=2)=[CH:10][CH:11]=1.